Dataset: Full USPTO retrosynthesis dataset with 1.9M reactions from patents (1976-2016). Task: Predict the reactants needed to synthesize the given product. (1) Given the product [C:1]([O:5][C:6]([N:8]1[C:16]2[C:11](=[CH:12][C:13]([CH:17]=[O:18])=[CH:14][CH:15]=2)[CH:10]=[C:9]1[C:19]1[C:27]2[C:22](=[CH:23][C:24]([C:28]([O:30][CH3:31])=[O:29])=[CH:25][CH:26]=2)[NH:21][N:20]=1)=[O:7])([CH3:4])([CH3:3])[CH3:2], predict the reactants needed to synthesize it. The reactants are: [C:1]([O:5][C:6]([N:8]1[C:16]2[C:11](=[CH:12][C:13]([CH2:17][OH:18])=[CH:14][CH:15]=2)[CH:10]=[C:9]1[CH:19]1[C:27]2[C:22](=[CH:23][C:24]([C:28]([O:30][CH3:31])=[O:29])=[CH:25][CH:26]=2)[NH:21][NH:20]1)=[O:7])([CH3:4])([CH3:3])[CH3:2]. (2) Given the product [Cl:2][C:3]1[CH:4]=[C:5]([NH:10][C:11]([CH:13]2[CH2:14][CH2:15][N:16]([CH2:28][C@@H:30]3[CH2:35][CH2:34][CH2:33][N:32]([C:36]([O:38][C:39]([CH3:40])([CH3:42])[CH3:41])=[O:37])[CH2:31]3)[CH2:17][CH2:18]2)=[O:12])[CH:6]=[CH:7][C:8]=1[Cl:9], predict the reactants needed to synthesize it. The reactants are: Cl.[Cl:2][C:3]1[CH:4]=[C:5]([NH:10][C:11]([CH:13]2[CH2:18][CH2:17][NH:16][CH2:15][CH2:14]2)=[O:12])[CH:6]=[CH:7][C:8]=1[Cl:9].C(N(C(C)C)CC)(C)C.[CH:28]([C@@H:30]1[CH2:35][CH2:34][CH2:33][N:32]([C:36]([O:38][C:39]([CH3:42])([CH3:41])[CH3:40])=[O:37])[CH2:31]1)=O.C(O[BH-](OC(=O)C)OC(=O)C)(=O)C.[Na+]. (3) Given the product [Cl:1][C:2]1[CH:3]=[C:4]([F:28])[C:5]([N:8]2[CH2:11][C:10]([CH2:13][O:14][C:15]3[C:23]([CH:24]4[CH2:25][CH2:26]4)=[CH:22][C:18]([C:19]([NH:35][S:32]([CH2:29][CH3:30])(=[O:34])=[O:33])=[O:21])=[C:17]([F:27])[CH:16]=3)([CH3:12])[CH2:9]2)=[N:6][CH:7]=1, predict the reactants needed to synthesize it. The reactants are: [Cl:1][C:2]1[CH:3]=[C:4]([F:28])[C:5]([N:8]2[CH2:11][C:10]([CH2:13][O:14][C:15]3[C:23]([CH:24]4[CH2:26][CH2:25]4)=[CH:22][C:18]([C:19]([OH:21])=O)=[C:17]([F:27])[CH:16]=3)([CH3:12])[CH2:9]2)=[N:6][CH:7]=1.[CH:29]1([S:32]([NH2:35])(=[O:34])=[O:33])C[CH2:30]1.C(S(N)(=O)=O)C. (4) Given the product [F:22][C:23]1[CH:28]=[CH:27][CH:26]=[CH:25][C:24]=1[CH2:29][CH2:30][N:31]1[C:2](=[O:7])[C:3]2[C:4](=[CH:18][CH:19]=[CH:20][CH:21]=2)[N:5]=[C:6]1[C:8]1[CH:13]=[CH:12][CH:11]=[CH:10][C:9]=1[OH:14], predict the reactants needed to synthesize it. The reactants are: O=[C:2]1[O:7][C:6]([C:8]2[CH:13]=[CH:12][CH:11]=[CH:10][C:9]=2[O:14]C(=O)C)=[N:5][C:4]2[CH:18]=[CH:19][CH:20]=[CH:21][C:3]1=2.[F:22][C:23]1[CH:28]=[CH:27][CH:26]=[CH:25][C:24]=1[CH2:29][CH2:30][NH2:31]. (5) The reactants are: [F:1][C:2]([F:18])([F:17])[C:3]1[CH:4]=[C:5]([CH:10]=[C:11]([C:13]([F:16])([F:15])[F:14])[CH:12]=1)[C:6](SC)=[NH:7].[NH:19]([CH:21]=[C:22]([C:25]1[CH:30]=[CH:29][CH:28]=[CH:27][N:26]=1)[C:23]#[N:24])[NH2:20].[CH3:31]N(C)C=O. Given the product [CH3:31][C:4]1[C:3]([C:2]([F:18])([F:17])[F:1])=[CH:12][C:11]([C:13]([F:16])([F:15])[F:14])=[CH:10][C:5]=1[C:6](=[NH:7])[NH:20][NH:19][CH:21]=[C:22]([C:23]#[N:24])[C:25]1[CH:30]=[CH:29][CH:28]=[CH:27][N:26]=1, predict the reactants needed to synthesize it.